This data is from Reaction yield outcomes from USPTO patents with 853,638 reactions. The task is: Predict the reaction yield, written as a fraction of the theoretical maximum amount of product (1.0 means a 100% yield; for example, 0.34 means a 34% yield). (1) The reactants are [N:1]1([C:5](=[O:14])[CH2:6][C:7]2[CH:12]=[CH:11][C:10](Br)=[CH:9][CH:8]=2)[CH2:4][CH2:3][CH2:2]1.[CH3:15][C:16]1([CH3:30])[CH2:21][O:20][B:19]([B:19]2[O:20][CH2:21][C:16]([CH3:30])([CH3:15])[CH2:17][O:18]2)[O:18][CH2:17]1.CC([O-])=O.[K+].Cl. The catalyst is O1CCOCC1.C1C=CC(P(C2C=CC=CC=2)[C-]2C=CC=C2)=CC=1.C1C=CC(P(C2C=CC=CC=2)[C-]2C=CC=C2)=CC=1.Cl[Pd]Cl.[Fe+2]. The product is [N:1]1([C:5](=[O:14])[CH2:6][C:7]2[CH:12]=[CH:11][C:10]([B:19]3[O:20][CH2:21][C:16]([CH3:30])([CH3:15])[CH2:17][O:18]3)=[CH:9][CH:8]=2)[CH2:4][CH2:3][CH2:2]1. The yield is 1.00. (2) The reactants are [NH2:1][CH:2]([CH2:18][C:19]1[CH:24]=[CH:23][C:22]([C:25]([F:28])([F:27])[F:26])=[CH:21][CH:20]=1)[CH:3]([C:5]1[CH:10]=[CH:9][C:8]([O:11][C:12]2[CH:17]=[CH:16][CH:15]=[CH:14][CH:13]=2)=[CH:7][CH:6]=1)[OH:4].[F:29][C:30]1[C:39]2[C:34](=[CH:35][CH:36]=[CH:37][CH:38]=2)[C:33]([C:40](O)=[O:41])=[CH:32][CH:31]=1.Cl.C(N=C=NCCCN(C)C)C.ON1C2C=CC=CC=2N=N1. The catalyst is C(#N)C.O. The product is [OH:4][CH:3]([C:5]1[CH:6]=[CH:7][C:8]([O:11][C:12]2[CH:17]=[CH:16][CH:15]=[CH:14][CH:13]=2)=[CH:9][CH:10]=1)[CH:2]([NH:1][C:40]([C:33]1[C:34]2[C:39](=[CH:38][CH:37]=[CH:36][CH:35]=2)[C:30]([F:29])=[CH:31][CH:32]=1)=[O:41])[CH2:18][C:19]1[CH:20]=[CH:21][C:22]([C:25]([F:26])([F:27])[F:28])=[CH:23][CH:24]=1. The yield is 0.770. (3) The reactants are [CH3:1][C:2]1[CH:7]=[CH:6][C:5]([N+:8]([O-])=O)=[CH:4][C:3]=1[N:11]1[C:15](=[O:16])[N:14]([CH3:17])[N:13]=[N:12]1. The catalyst is CO.[Pd]. The product is [NH2:8][C:5]1[CH:6]=[CH:7][C:2]([CH3:1])=[C:3]([N:11]2[C:15](=[O:16])[N:14]([CH3:17])[N:13]=[N:12]2)[CH:4]=1. The yield is 0.540. (4) The reactants are [F:1][C:2]([F:18])([C:8]1[CH:13]=[CH:12][C:11]([S:14]([CH3:17])(=[O:16])=[O:15])=[CH:10][CH:9]=1)[C:3]([O:5]CC)=[O:4].O.[OH-].[Li+]. The catalyst is CO.O1CCCC1.O. The product is [F:18][C:2]([F:1])([C:8]1[CH:9]=[CH:10][C:11]([S:14]([CH3:17])(=[O:16])=[O:15])=[CH:12][CH:13]=1)[C:3]([OH:5])=[O:4]. The yield is 0.800. (5) The reactants are [S:1]1[C:5]([C:6]2[C:14]3[C:9](=[CH:10][CH:11]=[C:12]([C:15](N)=[O:16])[CH:13]=3)[N:8](C3CCCCO3)[N:7]=2)=[CH:4][C:3]2[CH:24]=[CH:25][CH:26]=[CH:27][C:2]1=2.Cl.[OH-:29].[Na+].[CH3:31]O. No catalyst specified. The product is [S:1]1[C:5]([C:6]2[C:14]3[C:9](=[CH:10][CH:11]=[C:12]([C:15]([O:29][CH3:31])=[O:16])[CH:13]=3)[NH:8][N:7]=2)=[CH:4][C:3]2[CH:24]=[CH:25][CH:26]=[CH:27][C:2]1=2. The yield is 0.260. (6) The reactants are C([O-])(=O)C.[NH4+:5].[CH3:6][CH:7]1[CH2:11][CH2:10][C:9](=O)[C@@H:8]1[C:13]([O:15][CH2:16][CH3:17])=[O:14]. The catalyst is CO. The product is [NH2:5][C:9]1[CH2:10][CH2:11][C@@H:7]([CH3:6])[C:8]=1[C:13]([O:15][CH2:16][CH3:17])=[O:14]. The yield is 0.970.